This data is from Full USPTO retrosynthesis dataset with 1.9M reactions from patents (1976-2016). The task is: Predict the reactants needed to synthesize the given product. (1) The reactants are: [S-:1][C:2]#[N:3].[NH4+].[N:5]12[CH2:15][CH2:14][CH2:13][N:12]=[C:11]1[CH2:10][CH2:9][CH2:8][CH2:7][CH2:6]2. Given the product [S-:1][C:2]#[N:3].[NH+:5]12[CH2:15][CH2:14][CH2:13][N:12]=[C:11]1[CH2:10][CH2:9][CH2:8][CH2:7][CH2:6]2, predict the reactants needed to synthesize it. (2) Given the product [NH:12]1[C:13]2[C:9](=[C:8]([C:6]3[N:5]=[C:4]4[N:17]([CH3:20])[N:18]=[CH:19][C:3]4=[C:2]([O:31][C:28]4[CH:27]=[CH:26][C:25]([S:22]([CH3:21])(=[O:24])=[O:23])=[CH:30][CH:29]=4)[CH:7]=3)[CH:16]=[CH:15][CH:14]=2)[CH:10]=[N:11]1, predict the reactants needed to synthesize it. The reactants are: Cl[C:2]1[CH:7]=[C:6]([C:8]2[CH:16]=[CH:15][CH:14]=[C:13]3[C:9]=2[CH:10]=[N:11][NH:12]3)[N:5]=[C:4]2[N:17]([CH3:20])[N:18]=[CH:19][C:3]=12.[CH3:21][S:22]([C:25]1[CH:30]=[CH:29][C:28]([OH:31])=[CH:27][CH:26]=1)(=[O:24])=[O:23].C(=O)([O-])[O-].[K+].[K+]. (3) The reactants are: [OH:1][CH2:2][C@H:3]([CH3:32])[CH2:4][O:5][C:6]1[CH:7]=[C:8]2[C:13](=[CH:14][CH:15]=1)[N:12]=[C:11]([C:16]1[CH:21]=[CH:20][CH:19]=[C:18]([O:22][CH3:23])[CH:17]=1)[N:10]([CH2:24][C:25]([NH:27][CH:28]([CH3:30])[CH3:29])=[O:26])[C:9]2=[O:31].[CH3:33][S:34](Cl)(=[O:36])=[O:35].C(N(CC)CC)C. Given the product [CH:28]([NH:27][C:25]([CH2:24][N:10]1[C:9](=[O:31])[C:8]2[C:13](=[CH:14][CH:15]=[C:6]([O:5][CH2:4][C@@H:3]([CH3:32])[CH2:2][O:1][S:34]([CH3:33])(=[O:36])=[O:35])[CH:7]=2)[N:12]=[C:11]1[C:16]1[CH:21]=[CH:20][CH:19]=[C:18]([O:22][CH3:23])[CH:17]=1)=[O:26])([CH3:29])[CH3:30], predict the reactants needed to synthesize it. (4) The reactants are: [C:1]([O:5][C:6](=[O:14])[NH:7][CH:8]1[CH2:13][CH2:12][NH:11][CH2:10][CH2:9]1)([CH3:4])([CH3:3])[CH3:2].C(N(C(C)C)C(C)C)C.[CH2:24]1[CH2:33][C@H:32]2[N:27]([CH2:28][CH2:29][CH2:30][C@H:31]2[CH2:34]O)[CH2:26][CH2:25]1.[I-].C(C[P+](C)(C)C)#N. Given the product [C:1]([O:5][C:6](=[O:14])[NH:7][CH:8]1[CH2:13][CH2:12][N:11]([CH2:34][C@H:31]2[C@@H:32]3[N:27]([CH2:26][CH2:25][CH2:24][CH2:33]3)[CH2:28][CH2:29][CH2:30]2)[CH2:10][CH2:9]1)([CH3:4])([CH3:2])[CH3:3], predict the reactants needed to synthesize it. (5) The reactants are: [CH2:1]([O:8][P:9]([O:19][CH2:20][CH2:21][N:22]1[C:31]2[C:26](=[CH:27][C:28]([C:32]3[CH:33]=[N:34][C:35]([NH:47][C:48](=[O:52])[NH:49][CH2:50][CH3:51])=[CH:36][C:37]=3[C:38]3[S:39][CH:40]=[C:41]([C:43]([F:46])([F:45])[F:44])[N:42]=3)=[CH:29][N:30]=2)[C:25](=[O:53])[C:24]([C:54]([O:56]CC)=[O:55])=[CH:23]1)([O:11][CH2:12][C:13]1[CH:18]=[CH:17][CH:16]=[CH:15][CH:14]=1)=[O:10])[C:2]1[CH:7]=[CH:6][CH:5]=[CH:4][CH:3]=1. Given the product [CH2:12]([O:11][P:9]([O:19][CH2:20][CH2:21][N:22]1[C:31]2[C:26](=[CH:27][C:28]([C:32]3[CH:33]=[N:34][C:35]([NH:47][C:48](=[O:52])[NH:49][CH2:50][CH3:51])=[CH:36][C:37]=3[C:38]3[S:39][CH:40]=[C:41]([C:43]([F:46])([F:45])[F:44])[N:42]=3)=[CH:29][N:30]=2)[C:25](=[O:53])[C:24]([C:54]([OH:56])=[O:55])=[CH:23]1)([O:8][CH2:1][C:2]1[CH:7]=[CH:6][CH:5]=[CH:4][CH:3]=1)=[O:10])[C:13]1[CH:18]=[CH:17][CH:16]=[CH:15][CH:14]=1, predict the reactants needed to synthesize it. (6) Given the product [F:1][C:2]1[CH:3]=[CH:4][C:5]([NH2:21])=[C:6]([O:7][CH2:8][CH2:9][C:10]2[C:19]3[C:14](=[CH:15][CH:16]=[CH:17][CH:18]=3)[CH:13]=[CH:12][CH:11]=2)[CH:20]=1, predict the reactants needed to synthesize it. The reactants are: [F:1][C:2]1[CH:3]=[CH:4][C:5]([N+:21]([O-])=O)=[C:6]([CH:20]=1)[O:7][CH2:8][CH2:9][C:10]1[C:19]2[C:14](=[CH:15][CH:16]=[CH:17][CH:18]=2)[CH:13]=[CH:12][CH:11]=1. (7) Given the product [OH:24][C:25]1[CH:30]=[CH:29][C:28]([C:31]2([OH:37])[CH2:32][CH2:33][N:34]([C:11]3[CH:12]=[CH:13][C:14]4[N:15]([C:17]([C:20]([F:23])([F:22])[F:21])=[N:18][N:19]=4)[N:16]=3)[CH2:35][CH2:36]2)=[CH:27][CH:26]=1, predict the reactants needed to synthesize it. The reactants are: CCN(C(C)C)C(C)C.Cl[C:11]1[CH:12]=[CH:13][C:14]2[N:15]([C:17]([C:20]([F:23])([F:22])[F:21])=[N:18][N:19]=2)[N:16]=1.[OH:24][C:25]1[CH:30]=[CH:29][C:28]([C:31]2([OH:37])[CH2:36][CH2:35][NH:34][CH2:33][CH2:32]2)=[CH:27][CH:26]=1.